From a dataset of Forward reaction prediction with 1.9M reactions from USPTO patents (1976-2016). Predict the product of the given reaction. (1) The product is: [C:43]([O:42][C:40](=[O:41])[NH:39][CH:36]1[CH2:37][CH2:38][N:33]([CH2:32][CH2:31][N:10]2[C:11]3[C:6](=[CH:5][CH:4]=[C:3]([O:2][CH3:1])[CH:12]=3)[C:7](=[O:15])[N:8]([CH3:14])[C:9]2=[O:13])[CH2:34][CH2:35]1)([CH3:46])([CH3:45])[CH3:44]. Given the reactants [CH3:1][O:2][C:3]1[CH:12]=[C:11]2[C:6]([C:7](=[O:15])[N:8]([CH3:14])[C:9](=[O:13])[NH:10]2)=[CH:5][CH:4]=1.C[Si]([N-][Si](C)(C)C)(C)C.[Li+].CS(O[CH2:31][CH2:32][N:33]1[CH2:38][CH2:37][CH:36]([NH:39][C:40]([O:42][C:43]([CH3:46])([CH3:45])[CH3:44])=[O:41])[CH2:35][CH2:34]1)(=O)=O.C(OC(=O)NC1CCN(CCN2C3C(=CC=C(OC)C=3)C=CC2=O)CC1)(C)(C)C, predict the reaction product. (2) The product is: [Br:21][C:11]1[C:4]([CH:1]2[CH2:2][CH2:3]2)=[N:5][C:6]([OH:13])=[C:7]([C:10]=1[CH3:12])[C:8]#[N:9]. Given the reactants [CH:1]1([C:4]2[CH:11]=[C:10]([CH3:12])[C:7]([C:8]#[N:9])=[C:6]([OH:13])[N:5]=2)[CH2:3][CH2:2]1.C1C(=O)N([Br:21])C(=O)C1, predict the reaction product. (3) Given the reactants [Cl:1][C:2]1[CH:7]=[N:6][NH:5][C:4](=[O:8])[CH:3]=1.[CH3:9][Si](C=[N+]=[N-])(C)C, predict the reaction product. The product is: [Cl:1][C:2]1[CH:7]=[N:6][N:5]([CH3:9])[C:4](=[O:8])[CH:3]=1. (4) Given the reactants FC(F)(F)C(O)=O.[Cl:8][C:9]1[CH:14]=[CH:13][C:12]([C:15]2[CH:16]=[CH:17][C:18]([C:21]#[C:22][C:23]3[CH:28]=[CH:27][C:26](/[C:29](/[CH3:41])=[CH:30]/[C@H:31]([NH:33]C(=O)OC(C)(C)C)[CH3:32])=[CH:25][CH:24]=3)=[N:19][CH:20]=2)=[CH:11][CH:10]=1.[OH-].[Na+], predict the reaction product. The product is: [Cl:8][C:9]1[CH:14]=[CH:13][C:12]([C:15]2[CH:16]=[CH:17][C:18]([C:21]#[C:22][C:23]3[CH:24]=[CH:25][C:26](/[C:29](/[CH3:41])=[CH:30]/[C@H:31]([NH2:33])[CH3:32])=[CH:27][CH:28]=3)=[N:19][CH:20]=2)=[CH:11][CH:10]=1. (5) Given the reactants C(Cl)Cl.[C:4]([NH:8][S:9]([C:12]1[S:16][C:15](B(O)O)=[CH:14][CH:13]=1)(=[O:11])=[O:10])([CH3:7])([CH3:6])[CH3:5].Br[C:21]1[N:26]=[C:25]([NH:27][C:28]2[CH:32]=[C:31]([CH:33]3[CH2:35][CH2:34]3)[NH:30][N:29]=2)[C:24]([Br:36])=[CH:23][N:22]=1.C([O-])([O-])=O.[Na+].[Na+], predict the reaction product. The product is: [Br:36][C:24]1[C:25]([NH:27][C:28]2[CH:32]=[C:31]([CH:33]3[CH2:35][CH2:34]3)[NH:30][N:29]=2)=[N:26][C:21]([C:15]2[S:16][C:12]([S:9]([NH:8][C:4]([CH3:7])([CH3:6])[CH3:5])(=[O:11])=[O:10])=[CH:13][CH:14]=2)=[N:22][CH:23]=1. (6) Given the reactants C[O:2][C:3]([CH:5]1[CH2:10][CH2:9][CH:8](C(OC)=O)[CH2:7][CH2:6]1)=[O:4].[CH:15]1([CH2:23][OH:24])[CH2:20][CH2:19][CH:18](CO)[CH2:17][CH2:16]1.OC[C:27]([CH3:31])([CH2:29]O)[CH3:28].C(C(CO)(CO)CC)[OH:33].C([O-])(=O)C.[Sb+3].C([O-])(=O)C.C([O-])(=O)C, predict the reaction product. The product is: [CH2:5]1[CH2:10][CH2:9][CH2:8][CH2:7][CH2:6]1.[C:23]([O:24][C:27]([CH3:28])([CH3:29])[CH3:31])(=[O:33])[C:15]1[CH:16]=[CH:17][CH:18]=[C:19]([C:3]([O-:4])=[O:2])[CH:20]=1. (7) Given the reactants B.[Cl:2][C:3]1[CH:4]=[C:5]([CH:19]=[C:20]([Cl:22])[CH:21]=1)[O:6][C:7]1[C:8]([CH2:17][CH3:18])=[N:9][N:10]2[CH2:15][CH2:14][NH:13][C:12](=O)[C:11]=12.[ClH:23], predict the reaction product. The product is: [Cl:23][CH2:20][Cl:22].[CH3:5][OH:6].[NH3:9].[Cl:22][C:20]1[CH:19]=[C:5]([CH:4]=[C:3]([Cl:2])[CH:21]=1)[O:6][C:7]1[C:8]([CH2:17][CH3:18])=[N:9][N:10]2[CH2:15][CH2:14][NH:13][CH2:12][C:11]=12. (8) The product is: [Cl:22][C:19]1[CH:18]=[CH:17][C:16]([C:7]2[C:6](=[O:23])[C:5]3[CH:4]=[CH:3][C:2]4[NH:1][C:27]([C:26]([F:31])([F:30])[F:25])=[N:12][C:11]=4[C:10]=3[O:9][C:8]=2[CH:13]([CH3:14])[CH3:15])=[CH:21][CH:20]=1. Given the reactants [NH2:1][C:2]1[C:11]([NH2:12])=[C:10]2[C:5]([C:6](=[O:23])[C:7]([C:16]3[CH:21]=[CH:20][C:19]([Cl:22])=[CH:18][CH:17]=3)=[C:8]([CH:13]([CH3:15])[CH3:14])[O:9]2)=[CH:4][CH:3]=1.Cl.[F:25][C:26]([F:31])([F:30])[C:27](O)=O, predict the reaction product.